Dataset: Full USPTO retrosynthesis dataset with 1.9M reactions from patents (1976-2016). Task: Predict the reactants needed to synthesize the given product. (1) Given the product [CH2:8]([C@H:10]1[C@@H:14]([OH:15])[C@H:13]([CH3:1])[C:12](=[O:16])[N:11]1[C:17]1[CH:24]=[CH:23][C:20]([C:21]#[N:22])=[C:19]([O:25][CH3:26])[CH:18]=1)[CH3:9], predict the reactants needed to synthesize it. The reactants are: [CH:1](NC(C)C)(C)C.[CH2:8]([C@H:10]1[C@@H:14]([OH:15])[CH2:13][C:12](=[O:16])[N:11]1[C:17]1[CH:24]=[CH:23][C:20]([C:21]#[N:22])=[C:19]([O:25][CH3:26])[CH:18]=1)[CH3:9].IC.[Cl-].[NH4+]. (2) Given the product [CH2:1]([O:8][CH:9]1[CH2:10][O:11][CH:12]2[CH:16]([O:17][CH3:21])[CH2:15][O:14][CH:13]12)[C:2]1[CH:3]=[CH:4][CH:5]=[CH:6][CH:7]=1, predict the reactants needed to synthesize it. The reactants are: [CH2:1]([O:8][CH:9]1[CH:13]2[O:14][CH2:15][CH:16]([OH:17])[CH:12]2[O:11][CH2:10]1)[C:2]1[CH:7]=[CH:6][CH:5]=[CH:4][CH:3]=1.O[Na].I[CH3:21]. (3) Given the product [CH3:15][C:16]1[C:20]([CH:21]([OH:24])[C:22]2[O:8][C:6]3[C:5](=[N:4][C:3]([CH2:10][C:11]([O:13][CH3:14])=[O:12])=[C:2]([F:1])[CH:7]=3)[CH:23]=2)=[C:19]([CH3:25])[O:18][N:17]=1, predict the reactants needed to synthesize it. The reactants are: [F:1][C:2]1[C:3]([CH2:10][C:11]([O:13][CH3:14])=[O:12])=[N:4][C:5](I)=[C:6]([OH:8])[CH:7]=1.[CH3:15][C:16]1[C:20]([CH:21]([OH:24])[C:22]#[CH:23])=[C:19]([CH3:25])[O:18][N:17]=1.O. (4) Given the product [CH3:26][O:27][C:28]1[N:33]=[CH:32][C:31]([C:2]2[CH:7]=[CH:6][N:5]=[CH:4][C:3]=2[N:8]([CH3:25])[C:9](=[O:24])[C:10]2[CH:15]=[C:14]([C:16]([F:19])([F:18])[F:17])[CH:13]=[C:12]([C:20]([F:23])([F:22])[F:21])[CH:11]=2)=[CH:30][CH:29]=1, predict the reactants needed to synthesize it. The reactants are: I[C:2]1[CH:7]=[CH:6][N:5]=[CH:4][C:3]=1[N:8]([CH3:25])[C:9](=[O:24])[C:10]1[CH:15]=[C:14]([C:16]([F:19])([F:18])[F:17])[CH:13]=[C:12]([C:20]([F:23])([F:22])[F:21])[CH:11]=1.[CH3:26][O:27][C:28]1[N:33]=[CH:32][C:31](B(O)O)=[CH:30][CH:29]=1. (5) Given the product [CH3:9][C:8]([C:2]1[S:3][CH:4]=[CH:5][N:6]=1)([CH3:16])[C:7]([O:11][C:12]([CH3:15])([CH3:14])[CH3:13])=[O:10], predict the reactants needed to synthesize it. The reactants are: Cl[C:2]1[S:3][CH:4]=[CH:5][N:6]=1.[C:7]([O:11][C:12]([CH3:15])([CH3:14])[CH3:13])(=[O:10])[CH2:8][CH3:9].[CH3:16][Si]([N-][Si](C)(C)C)(C)C.[Na+].CI.